This data is from NCI-60 drug combinations with 297,098 pairs across 59 cell lines. The task is: Regression. Given two drug SMILES strings and cell line genomic features, predict the synergy score measuring deviation from expected non-interaction effect. (1) Drug 1: CC1=CC2C(CCC3(C2CCC3(C(=O)C)OC(=O)C)C)C4(C1=CC(=O)CC4)C. Drug 2: CS(=O)(=O)CCNCC1=CC=C(O1)C2=CC3=C(C=C2)N=CN=C3NC4=CC(=C(C=C4)OCC5=CC(=CC=C5)F)Cl. Cell line: SNB-19. Synergy scores: CSS=0.394, Synergy_ZIP=4.05, Synergy_Bliss=6.47, Synergy_Loewe=-3.56, Synergy_HSA=-1.71. (2) Cell line: CCRF-CEM. Drug 2: CCN(CC)CCNC(=O)C1=C(NC(=C1C)C=C2C3=C(C=CC(=C3)F)NC2=O)C. Drug 1: CN(C)C1=NC(=NC(=N1)N(C)C)N(C)C. Synergy scores: CSS=-7.92, Synergy_ZIP=2.75, Synergy_Bliss=-3.27, Synergy_Loewe=-6.14, Synergy_HSA=-7.10.